Predict the product of the given reaction. From a dataset of Forward reaction prediction with 1.9M reactions from USPTO patents (1976-2016). (1) Given the reactants C[N:2]([CH:4]=[O:5])C.C(Cl)(=O)[C:7](Cl)=[O:8].[N+:12]([C:15]1[CH:20]=[CH:19][C:18]([C:21]2(C(O)=O)[CH2:24][CH2:23][CH2:22]2)=[CH:17][CH:16]=1)([O-:14])=[O:13].[N-]=[N+]=[N-].[Na+], predict the reaction product. The product is: [N+:12]([C:15]1[CH:16]=[CH:17][C:18]([C:21]2([NH:2][C:4](=[O:5])[O:8][CH3:7])[CH2:22][CH2:23][CH2:24]2)=[CH:19][CH:20]=1)([O-:14])=[O:13]. (2) Given the reactants C(O)(C(F)(F)F)=O.C(OC([NH:15][C@H:16]1[CH2:20][CH2:19][N:18]([C:21]2[CH:49]=[CH:48][C:24]([C:25]([NH:27][C:28]3[CH:29]=[C:30]([C:42]4[CH:47]=[CH:46][CH:45]=[CH:44][CH:43]=4)[CH:31]=[CH:32][C:33]=3[NH:34]C(=O)OC(C)(C)C)=[O:26])=[CH:23][CH:22]=2)[CH2:17]1)=O)(C)(C)C, predict the reaction product. The product is: [NH2:34][C:33]1[CH:32]=[CH:31][C:30]([C:42]2[CH:43]=[CH:44][CH:45]=[CH:46][CH:47]=2)=[CH:29][C:28]=1[NH:27][C:25](=[O:26])[C:24]1[CH:48]=[CH:49][C:21]([N:18]2[CH2:19][CH2:20][C@H:16]([NH2:15])[CH2:17]2)=[CH:22][CH:23]=1. (3) The product is: [CH:29]1[CH:30]=[C:24]2[C:22]([C:18]3[C:17]([NH:26][C:25]2=[CH:27][CH:28]=1)=[CH:16][C:15]1[C:13]([C:9]2[C:8]([NH:21][C:20]=1[CH:19]=3)=[CH:7][CH:6]=[CH:11][CH:10]=2)=[O:14])=[O:23]. Given the reactants P(=O)(O)(O)O.[CH:6]1[C:11](Cl)=[CH:10][C:9]2[C:13]([C:15]3[C:20]([NH:21][C:8]=2[CH:7]=1)=[CH:19][C:18]1[C:22]([C:24]2[CH:30]=[C:29](Cl)[CH:28]=[CH:27][C:25]=2[NH:26][C:17]=1[CH:16]=3)=[O:23])=[O:14], predict the reaction product. (4) Given the reactants [F:1][C:2]1[CH:3]=[C:4]([NH2:32])[CH:5]=[CH:6][C:7]=1[O:8][C:9]1[C:18]2[C:13](=[CH:14][C:15]([O:21][CH2:22][CH:23]3[CH2:31][CH:26]4[CH2:27][N:28]([CH3:30])[CH2:29][CH:25]4[CH2:24]3)=[C:16]([O:19][CH3:20])[CH:17]=2)[N:12]=[CH:11][CH:10]=1.C1(C)C=CC=CC=1.[C:40]1([CH2:46][C:47]([N:49]=[C:50]=[S:51])=[O:48])[CH:45]=[CH:44][CH:43]=[CH:42][CH:41]=1, predict the reaction product. The product is: [F:1][C:2]1[CH:3]=[C:4]([NH:32][C:50]([NH:49][C:47](=[O:48])[CH2:46][C:40]2[CH:41]=[CH:42][CH:43]=[CH:44][CH:45]=2)=[S:51])[CH:5]=[CH:6][C:7]=1[O:8][C:9]1[C:18]2[C:13](=[CH:14][C:15]([O:21][CH2:22][CH:23]3[CH2:24][CH:25]4[CH2:29][N:28]([CH3:30])[CH2:27][CH:26]4[CH2:31]3)=[C:16]([O:19][CH3:20])[CH:17]=2)[N:12]=[CH:11][CH:10]=1. (5) Given the reactants [C:1]12(O)[CH2:10][CH:5]3[CH2:6][CH:7]([CH2:9][C:3](O)([CH2:4]3)[CH2:2]1)[CH2:8]2.[C:13]1([CH3:20])[C:18]([OH:19])=[CH:17][CH:16]=[CH:15][CH:14]=1.O.[C:22]1([CH3:32])[CH:27]=[CH:26][C:25](S(O)(=O)=O)=[CH:24][CH:23]=1.P(=O)(O)(O)[OH:34].[OH-].[Na+], predict the reaction product. The product is: [OH:19][C:18]1[CH:17]=[CH:16][C:15]([C:1]23[CH2:10][CH:5]4[CH2:6][CH:7]([CH2:9][C:3]([C:24]5[CH:25]=[CH:26][C:27]([OH:34])=[C:22]([CH3:32])[CH:23]=5)([CH2:4]4)[CH2:2]2)[CH2:8]3)=[CH:14][C:13]=1[CH3:20]. (6) Given the reactants [C:1]([C:3]1[N:7]2[CH:8]=[C:9]([C:12]3[CH:32]=[CH:31][C:15]([C:16]([N:18]4[CH2:23][CH2:22][N:21]([C:24]([O:26][C:27]([CH3:30])([CH3:29])[CH3:28])=[O:25])[CH2:20][CH2:19]4)=[O:17])=[CH:14][CH:13]=3)[CH:10]=[CH:11][C:6]2=[N:5][CH:4]=1)#[CH:2].Br[C:34]1[CH:39]=[CH:38][N:37]=[C:36]([NH:40][C:41](=[O:47])[O:42][C:43]([CH3:46])([CH3:45])[CH3:44])[CH:35]=1, predict the reaction product. The product is: [C:43]([O:42][C:41]([NH:40][C:36]1[CH:35]=[C:34]([C:2]#[C:1][C:3]2[N:7]3[CH:8]=[C:9]([C:12]4[CH:13]=[CH:14][C:15]([C:16]([N:18]5[CH2:23][CH2:22][N:21]([C:24]([O:26][C:27]([CH3:28])([CH3:29])[CH3:30])=[O:25])[CH2:20][CH2:19]5)=[O:17])=[CH:31][CH:32]=4)[CH:10]=[CH:11][C:6]3=[N:5][CH:4]=2)[CH:39]=[CH:38][N:37]=1)=[O:47])([CH3:46])([CH3:44])[CH3:45]. (7) The product is: [Cl:8][C:6]1[C:5]([C:9]#[N:10])=[CH:4][N:3]=[C:2]([NH:11][C@H:12]2[CH2:17][CH2:16][CH2:15][C@@H:14]([C:18]([O:20][CH2:21][CH3:22])=[O:19])[CH2:13]2)[N:7]=1. Given the reactants Cl[C:2]1[N:7]=[C:6]([Cl:8])[C:5]([C:9]#[N:10])=[CH:4][N:3]=1.[NH2:11][C@H:12]1[CH2:17][CH2:16][CH2:15][C@@H:14]([C:18]([O:20][CH2:21][CH3:22])=[O:19])[CH2:13]1.C(N(CC)C(C)C)(C)C, predict the reaction product. (8) Given the reactants [BH4-].[Na+].[H][H].[C:5]([C:7]1[CH:8]=[CH:9][C:10]([CH3:23])=[C:11]([CH:13]([CH2:19][N+:20]([O-])=O)[CH2:14][C:15](OC)=[O:16])[CH:12]=1)#[N:6], predict the reaction product. The product is: [NH2:6][CH2:5][C:7]1[CH:8]=[CH:9][C:10]([CH3:23])=[C:11]([CH:13]2[CH2:19][NH:20][C:15](=[O:16])[CH2:14]2)[CH:12]=1.